This data is from Full USPTO retrosynthesis dataset with 1.9M reactions from patents (1976-2016). The task is: Predict the reactants needed to synthesize the given product. (1) Given the product [Br:1][C:2]1[C:10]2[C:6](=[N:7][S:8][N:9]=2)[C:5]([CH:11]=[N:14][OH:15])=[CH:4][CH:3]=1, predict the reactants needed to synthesize it. The reactants are: [Br:1][C:2]1[C:10]2[C:6](=[N:7][S:8][N:9]=2)[C:5]([CH:11]=O)=[CH:4][CH:3]=1.Cl.[NH2:14][OH:15].C(=O)([O-])O.[Na+]. (2) Given the product [CH3:19][CH:18]([O:17][C:15]([C@:13]1([NH2:22])[C@H:12]([O:23][CH2:24][C:25]2[CH:30]=[CH:29][C:28]([Cl:31])=[C:27]([Cl:32])[CH:26]=2)[CH2:11][C@@H:10]2[C@H:14]1[C@@:9]2([F:33])[C:7]([OH:8])=[O:6])=[O:16])[CH2:20][CH3:21], predict the reactants needed to synthesize it. The reactants are: O.[OH-].[Li+].C([O:6][C:7]([C@:9]1([F:33])[C@@H:14]2[C@H:10]1[CH2:11][C@@H:12]([O:23][CH2:24][C:25]1[CH:30]=[CH:29][C:28]([Cl:31])=[C:27]([Cl:32])[CH:26]=1)[C@@:13]2([NH2:22])[C:15]([O:17][CH:18]([CH2:20][CH3:21])[CH3:19])=[O:16])=[O:8])C.Cl. (3) Given the product [CH3:21][O:20][CH:3]([O:2][CH3:1])[CH2:4][CH:5]([C:14]1[CH:15]=[CH:16][CH:17]=[CH:18][CH:19]=1)[CH:6]([CH:8]1[CH2:13][CH2:12][CH2:11][CH2:10][CH2:9]1)[O:7][CH2:24][C:23]#[CH:22], predict the reactants needed to synthesize it. The reactants are: [CH3:1][O:2][CH:3]([O:20][CH3:21])[CH2:4][CH:5]([C:14]1[CH:19]=[CH:18][CH:17]=[CH:16][CH:15]=1)[CH:6]([CH:8]1[CH2:13][CH2:12][CH2:11][CH2:10][CH2:9]1)[OH:7].[CH2:22](Br)[C:23]#[CH:24]. (4) Given the product [F:11][C:10]([F:13])([F:12])[C:3]1[CH:4]=[C:5]([CH:8]=[CH:9][C:2]=1[O:22][C:18]1[CH:19]=[CH:20][CH:21]=[C:16]([C:15]([F:14])([F:23])[F:24])[CH:17]=1)[CH:6]=[O:7], predict the reactants needed to synthesize it. The reactants are: F[C:2]1[CH:9]=[CH:8][C:5]([CH:6]=[O:7])=[CH:4][C:3]=1[C:10]([F:13])([F:12])[F:11].[F:14][C:15]([F:24])([F:23])[C:16]1[CH:17]=[C:18]([OH:22])[CH:19]=[CH:20][CH:21]=1.C([O-])([O-])=O.[K+].[K+]. (5) Given the product [I:1][C:2]1[CH:6]=[CH:5][N:4]([C:10]2[CH:15]=[CH:14][N:13]=[C:12]([C:16]#[N:17])[N:11]=2)[N:3]=1, predict the reactants needed to synthesize it. The reactants are: [I:1][C:2]1[CH:6]=[CH:5][NH:4][N:3]=1.[H-].[Na+].Cl[C:10]1[CH:15]=[CH:14][N:13]=[C:12]([C:16]#[N:17])[N:11]=1. (6) Given the product [CH3:26][O:25][C:20]1[CH:19]=[C:18]([C:2]([C@@H:3]2[C@:12]3([CH3:13])[C@H:7]([C:8]([CH3:15])([CH3:14])[CH2:9][CH2:10][CH2:11]3)[CH2:6][CH2:5][C@@:4]2([CH3:17])[OH:16])=[O:1])[CH:23]=[C:22]([CH3:24])[CH:21]=1, predict the reactants needed to synthesize it. The reactants are: [OH:1][CH:2]([C:18]1[CH:23]=[C:22]([CH3:24])[CH:21]=[C:20]([O:25][CH3:26])[CH:19]=1)[C@@H:3]1[C@:12]2([CH3:13])[C@H:7]([C:8]([CH3:15])([CH3:14])[CH2:9][CH2:10][CH2:11]2)[CH2:6][CH2:5][C@@:4]1([CH3:17])[OH:16].[Cr](Cl)([O-])(=O)=O.[NH+]1C=CC=CC=1.